Task: Predict the reaction yield, written as a fraction of the theoretical maximum amount of product (1.0 means a 100% yield; for example, 0.34 means a 34% yield).. Dataset: Reaction yield outcomes from USPTO patents with 853,638 reactions (1) The reactants are [CH3:1][O:2][C:3]([NH:5][C@H:6]([C:10]([N:12]1[CH2:16][C@@H:15]([CH3:17])[CH2:14][C@H:13]1[C:18]1[NH:22][C:21]2[C:23]3[C:28]([CH:29]=[CH:30][C:20]=2[N:19]=1)=[CH:27][C:26]1[C:31]2[C:36]([CH2:37][O:38][C:25]=1[CH:24]=3)=[CH:35][C:34]([C:39]1[NH:43][C:42]([C@@H:44]3[CH2:48][CH2:47][CH2:46][N:45]3C(OC(C)(C)C)=O)=[N:41][CH:40]=1)=[CH:33][CH:32]=2)=[O:11])[CH:7]([CH3:9])[CH3:8])=[O:4].Cl.[CH3:57][O:58][C:59]([NH:61][C@H:62]([C:66]1[CH:71]=[CH:70][CH:69]=[CH:68][CH:67]=1)[C:63]([OH:65])=O)=[O:60].C[CH2:73][O:74]C(C(C#N)=NOC(N1CCOCC1)=[N+](C)C)=O.F[P-](F)(F)(F)(F)F.C(N(C(C)C)CC)(C)C. The catalyst is CN(C=O)C.C(OCC)(=O)C.C(O)C. The product is [CH3:1][O:2][C:3]([NH:5][C@@H:6]([CH:7]([CH3:9])[CH3:8])[C:10]([N:12]1[CH2:16][C@@H:15]([CH2:17][O:74][CH3:73])[CH2:14][C@H:13]1[C:18]1[NH:22][C:21]2[C:23]3[C:28]([CH:29]=[CH:30][C:20]=2[N:19]=1)=[CH:27][C:26]1[C:31]2[C:36]([CH2:37][O:38][C:25]=1[CH:24]=3)=[CH:35][C:34]([C:39]1[NH:43][C:42]([C@@H:44]3[CH2:48][CH2:47][CH2:46][N:45]3[C:63](=[O:65])[C@H:62]([NH:61][C:59](=[O:60])[O:58][CH3:57])[C:66]3[CH:71]=[CH:70][CH:69]=[CH:68][CH:67]=3)=[N:41][CH:40]=1)=[CH:33][CH:32]=2)=[O:11])=[O:4]. The yield is 0.390. (2) The reactants are [NH:1]1[CH2:5][CH2:4][N:3]=[C:2]1[CH2:6][CH2:7][CH2:8][C:9]1[CH:14]=[CH:13][C:12]([N+:15]([O-:17])=[O:16])=[CH:11][N:10]=1.[Mn]([O-])(=O)(=O)=O.[K+].CO. The catalyst is C(#N)C. The product is [NH:1]1[CH:5]=[CH:4][N:3]=[C:2]1[CH2:6][CH2:7][CH2:8][C:9]1[CH:14]=[CH:13][C:12]([N+:15]([O-:17])=[O:16])=[CH:11][N:10]=1. The yield is 0.300. (3) The reactants are [Br:1][C:2]1[N:3]=[CH:4][N:5]([C:7]([C:20]2[CH:25]=[CH:24][CH:23]=[CH:22][CH:21]=2)([C:14]2[CH:19]=[CH:18][CH:17]=[CH:16][CH:15]=2)[C:8]2[CH:13]=[CH:12][CH:11]=[CH:10][CH:9]=2)[CH:6]=1.C([Li])CCC.CN(C)[CH:33]=[O:34]. The catalyst is O1CCCC1. The product is [Br:1][C:2]1[N:3]=[C:4]([CH:33]=[O:34])[N:5]([C:7]([C:14]2[CH:15]=[CH:16][CH:17]=[CH:18][CH:19]=2)([C:8]2[CH:9]=[CH:10][CH:11]=[CH:12][CH:13]=2)[C:20]2[CH:25]=[CH:24][CH:23]=[CH:22][CH:21]=2)[CH:6]=1. The yield is 0.310. (4) The reactants are S(=O)(=O)(O)O.[NH2:6][C:7]1[CH:15]=[CH:14][C:10]([C:11]([OH:13])=[O:12])=[CH:9][CH:8]=1.[CH3:16]O. No catalyst specified. The product is [CH3:16][O:12][C:11](=[O:13])[C:10]1[CH:14]=[CH:15][C:7]([NH2:6])=[CH:8][CH:9]=1. The yield is 0.960. (5) The reactants are Br[C:2]1[CH:7]=[CH:6][CH:5]=[CH:4][C:3]=1[N:8]1[CH2:13][CH2:12][O:11][C:10]2[CH:14]=[C:15]([S:18]([N:21]([CH2:27][C:28]3[CH:33]=[CH:32][C:31]([O:34][CH3:35])=[CH:30][CH:29]=3)[C:22]3[S:23][CH:24]=[CH:25][N:26]=3)(=[O:20])=[O:19])[CH:16]=[CH:17][C:9]1=2.[CH2:36]([Sn](CCCC)(CCCC)C=C)[CH2:37]CC. The catalyst is CN(C=O)C.C1C=CC([P]([Pd]([P](C2C=CC=CC=2)(C2C=CC=CC=2)C2C=CC=CC=2)([P](C2C=CC=CC=2)(C2C=CC=CC=2)C2C=CC=CC=2)[P](C2C=CC=CC=2)(C2C=CC=CC=2)C2C=CC=CC=2)(C2C=CC=CC=2)C2C=CC=CC=2)=CC=1. The product is [CH3:35][O:34][C:31]1[CH:32]=[CH:33][C:28]([CH2:27][N:21]([C:22]2[S:23][CH:24]=[CH:25][N:26]=2)[S:18]([C:15]2[CH:16]=[CH:17][C:9]3[N:8]([C:3]4[CH:4]=[CH:5][CH:6]=[CH:7][C:2]=4[CH:36]=[CH2:37])[CH2:13][CH2:12][O:11][C:10]=3[CH:14]=2)(=[O:20])=[O:19])=[CH:29][CH:30]=1. The yield is 0.680. (6) The reactants are [F:1][C:2]1[CH:7]=[C:6](F)[C:5]([F:9])=[CH:4][C:3]=1[N+:10]([O-:12])=[O:11].[CH2:13]([OH:20])[C:14]1[CH:19]=[CH:18][CH:17]=[CH:16][CH:15]=1.C(=O)([O-])[O-].[K+].[K+].O. The catalyst is CN(C)C=O. The product is [CH2:13]([O:20][C:6]1[CH:7]=[C:2]([F:1])[C:3]([N+:10]([O-:12])=[O:11])=[CH:4][C:5]=1[F:9])[C:14]1[CH:19]=[CH:18][CH:17]=[CH:16][CH:15]=1. The yield is 0.810. (7) The reactants are [CH3:1][C:2](=[CH2:16])[CH2:3][CH2:4][O:5][C:6]1[CH:7]=[C:8]([NH:12][C:13](=[O:15])[CH3:14])[CH:9]=[CH:10][CH:11]=1.[Al+3].[Cl-].[Cl-].[Cl-].O. The catalyst is FC1C=CC=CC=1. The product is [CH3:16][C:2]1([CH3:1])[C:11]2[C:6](=[CH:7][C:8]([NH:12][C:13](=[O:15])[CH3:14])=[CH:9][CH:10]=2)[O:5][CH2:4][CH2:3]1. The yield is 0.540. (8) The reactants are [Cl:1][C:2]1[CH:3]=[CH:4][C:5]([N:10]2[CH2:14][CH2:13][CH2:12][CH2:11]2)=[C:6]([CH:9]=1)[CH:7]=O.[N:15]1([C:21]([O:23][C:24]([CH3:27])([CH3:26])[CH3:25])=[O:22])[CH2:20][CH2:19][NH:18][CH2:17][CH2:16]1.C(O[BH-](OC(=O)C)OC(=O)C)(=O)C.[Na+]. The catalyst is ClCCCl. The product is [Cl:1][C:2]1[CH:3]=[CH:4][C:5]([N:10]2[CH2:14][CH2:13][CH2:12][CH2:11]2)=[C:6]([CH2:7][N:18]2[CH2:17][CH2:16][N:15]([C:21]([O:23][C:24]([CH3:27])([CH3:26])[CH3:25])=[O:22])[CH2:20][CH2:19]2)[CH:9]=1. The yield is 0.770. (9) The reactants are [C:1]([CH:6]=[C:7]1[CH2:12][CH2:11][N:10]([C:13]2[CH:18]=[CH:17][C:16]([N:19]3[CH2:23][C@H:22]([CH2:24][NH:25][C:26](=[O:28])[CH3:27])[O:21][C:20]3=[O:29])=[CH:15][C:14]=2[F:30])[CH2:9][CH2:8]1)([O:3][CH2:4][CH3:5])=[O:2].[I-].[CH3:32][S+](C)(C)=O.CC(C)([O-])C.[K+]. The catalyst is CS(C)=O. The product is [C:1]([CH:6]1[C:7]2([CH2:8][CH2:9][N:10]([C:13]3[CH:18]=[CH:17][C:16]([N:19]4[CH2:23][C@H:22]([CH2:24][NH:25][C:26](=[O:28])[CH3:27])[O:21][C:20]4=[O:29])=[CH:15][C:14]=3[F:30])[CH2:11][CH2:12]2)[CH2:32]1)([O:3][CH2:4][CH3:5])=[O:2]. The yield is 0.610. (10) The reactants are C(C1(C)[S:7][C:6]([C:8]2[NH:9][C:10]3[C:15]([CH:16]=2)=[CH:14][CH:13]=[CH:12][C:11]=3[N:17]([CH3:26])[S:18]([C:21]2[S:22][CH:23]=[CH:24][CH:25]=2)(=[O:20])=[O:19])=[N:5]C1)#N.[OH-].[Na+].O1CCCC1.C(O)(=O)[CH2:36][C:37]([CH2:42]C(O)=O)([C:39]([OH:41])=[O:40])O. The catalyst is C(O)C. The product is [CH3:42][C:37]1([C:39]([OH:41])=[O:40])[S:7][C:6]([C:8]2[NH:9][C:10]3[C:15]([CH:16]=2)=[CH:14][CH:13]=[CH:12][C:11]=3[N:17]([CH3:26])[S:18]([C:21]2[S:22][CH:23]=[CH:24][CH:25]=2)(=[O:20])=[O:19])=[N:5][CH2:36]1. The yield is 0.690.